From a dataset of Reaction yield outcomes from USPTO patents with 853,638 reactions. Predict the reaction yield, written as a fraction of the theoretical maximum amount of product (1.0 means a 100% yield; for example, 0.34 means a 34% yield). (1) The reactants are [C:1]([C:5]1[N:10]=[C:9]([N:11]2[CH2:16][CH2:15][N:14]([CH2:17][CH2:18][CH2:19][CH2:20][NH2:21])[CH2:13][CH2:12]2)[CH:8]=[C:7]([C:22]([F:25])([F:24])[F:23])[N:6]=1)([CH3:4])([CH3:3])[CH3:2].C1N=CN([C:31](N2C=NC=C2)=[O:32])C=1.[C:38]1([CH3:50])[CH:43]=[CH:42][CH:41]=[CH:40][C:39]=1[N:44]1[CH2:49][CH2:48][NH:47][CH2:46][CH2:45]1. The catalyst is C(Cl)(Cl)Cl.CO. The product is [C:1]([C:5]1[N:10]=[C:9]([N:11]2[CH2:16][CH2:15][N:14]([CH2:17][CH2:18][CH2:19][CH2:20][NH:21][C:31]([N:47]3[CH2:46][CH2:45][N:44]([C:39]4[CH:40]=[CH:41][CH:42]=[CH:43][C:38]=4[CH3:50])[CH2:49][CH2:48]3)=[O:32])[CH2:13][CH2:12]2)[CH:8]=[C:7]([C:22]([F:24])([F:25])[F:23])[N:6]=1)([CH3:4])([CH3:2])[CH3:3]. The yield is 0.300. (2) The reactants are [Cl:1][C:2]1[CH:3]=[C:4]([NH2:16])[C:5]([NH2:15])=[CH:6][C:7]=1[C:8]1[CH:13]=[CH:12][C:11]([Cl:14])=[CH:10][CH:9]=1.Cl.O.C(=O)(O)[O-].[Na+].[F:24][C:25]([F:33])([F:32])[C:26]([F:31])([F:30])[C:27](O)=O. No catalyst specified. The product is [Cl:1][C:2]1[C:7]([C:8]2[CH:9]=[CH:10][C:11]([Cl:14])=[CH:12][CH:13]=2)=[CH:6][C:5]2[NH:15][C:27]([C:26]([F:31])([F:30])[C:25]([F:33])([F:32])[F:24])=[N:16][C:4]=2[CH:3]=1. The yield is 0.400. (3) The reactants are [CH2:1]([O:8][C:9]([N:11]1[CH2:16][CH2:15][CH:14]([CH2:17][NH:18][C:19]2[CH:23]=[C:22]([C:24]3[CH:29]=[CH:28][CH:27]=[CH:26][CH:25]=3)[S:21][C:20]=2[C:30]([O:32][CH3:33])=[O:31])[CH2:13][CH2:12]1)=[O:10])[C:2]1[CH:7]=[CH:6][CH:5]=[CH:4][CH:3]=1.[Cl:34][C:35]1[CH:43]=[C:42]([Cl:44])[CH:41]=[CH:40][C:36]=1[C:37](Cl)=[O:38]. The catalyst is ClCCCl.CCOC(C)=O. The product is [CH2:1]([O:8][C:9]([N:11]1[CH2:12][CH2:13][CH:14]([CH2:17][N:18]([C:37](=[O:38])[C:36]2[CH:40]=[CH:41][C:42]([Cl:44])=[CH:43][C:35]=2[Cl:34])[C:19]2[CH:23]=[C:22]([C:24]3[CH:29]=[CH:28][CH:27]=[CH:26][CH:25]=3)[S:21][C:20]=2[C:30]([O:32][CH3:33])=[O:31])[CH2:15][CH2:16]1)=[O:10])[C:2]1[CH:7]=[CH:6][CH:5]=[CH:4][CH:3]=1. The yield is 0.850. (4) The reactants are Br[C:2]([Br:5])(Br)Br.[F:6][C:7]([F:18])([C:11]1[CH:16]=[CH:15][C:14]([F:17])=[CH:13][CH:12]=1)[CH2:8]CO.C1(P(C2C=CC=CC=2)C2C=CC=CC=2)C=CC=CC=1.CCCCCC.CC(=O)OCC. The catalyst is C(Cl)Cl.O. The product is [Br:5][CH2:2][CH2:8][C:7]([C:11]1[CH:16]=[CH:15][C:14]([F:17])=[CH:13][CH:12]=1)([F:6])[F:18]. The yield is 0.940. (5) The reactants are [CH2:1]1[O:11][C:4]2([CH2:9][CH2:8][C:7](=O)[CH2:6][CH2:5]2)[O:3][CH2:2]1.[CH3:12][O:13][C:14]1[CH:19]=[CH:18][CH:17]=[CH:16][C:15]=1[N:20]1[CH2:25][CH2:24][NH:23][CH2:22][CH2:21]1.C(O[BH-](OC(=O)C)OC(=O)C)(=O)C.[Na+].C(O)(=O)C. The catalyst is ClCCCl. The product is [CH3:12][O:13][C:14]1[CH:19]=[CH:18][CH:17]=[CH:16][C:15]=1[N:20]1[CH2:25][CH2:24][N:23]([CH:7]2[CH2:8][CH2:9][C:4]3([O:11][CH2:1][CH2:2][O:3]3)[CH2:5][CH2:6]2)[CH2:22][CH2:21]1. The yield is 0.900. (6) The reactants are B(F)(F)F.CCOCC.[CH3:10][C:11]1[C:12]([OH:20])=[C:13]([CH3:19])[C:14]([CH3:18])=[C:15]([CH:17]=1)[OH:16].[F:21][C:22]1[CH:27]=[CH:26][C:25]([CH:28]2[O:33][C:31](=[O:32])[CH2:30][CH2:29]2)=[CH:24][CH:23]=1. The catalyst is C1(C)C=CC=CC=1. The product is [OH:16][C:15]1[C:14]([CH3:18])=[C:13]([CH3:19])[C:12]([OH:20])=[C:11]([CH3:10])[C:17]=1[CH:28]([C:25]1[CH:26]=[CH:27][C:22]([F:21])=[CH:23][CH:24]=1)[CH2:29][CH2:30][C:31]([OH:33])=[O:32]. The yield is 0.430. (7) The reactants are [CH3:1][O:2][C:3]1[CH:4]=[C:5]2[C:10](=[CH:11][C:12]=1[O:13][CH3:14])[N:9]=[CH:8][CH:7]=[C:6]2[O:15][C:16]1[CH:22]=[CH:21][C:19]([NH2:20])=[C:18]([O:23][CH3:24])[CH:17]=1.C(N(CC)CC)C.ClC(Cl)(O[C:36](=[O:42])OC(Cl)(Cl)Cl)Cl.[CH2:44]([N:46]([C:50]1[CH:55]=[CH:54][CH:53]=[C:52]([CH3:56])[CH:51]=1)[CH2:47][CH2:48][NH2:49])[CH3:45]. The catalyst is C(Cl)(Cl)Cl.O. The product is [CH3:1][O:2][C:3]1[CH:4]=[C:5]2[C:10](=[CH:11][C:12]=1[O:13][CH3:14])[N:9]=[CH:8][CH:7]=[C:6]2[O:15][C:16]1[CH:22]=[CH:21][C:19]([NH:20][C:36]([NH:49][CH2:48][CH2:47][N:46]([CH2:44][CH3:45])[C:50]2[CH:55]=[CH:54][CH:53]=[C:52]([CH3:56])[CH:51]=2)=[O:42])=[C:18]([O:23][CH3:24])[CH:17]=1. The yield is 0.790.